The task is: Predict the product of the given reaction.. This data is from Forward reaction prediction with 1.9M reactions from USPTO patents (1976-2016). (1) Given the reactants [F:1][C:2]([C:5]1([C:8]([OH:10])=O)[CH2:7][CH2:6]1)([F:4])[F:3].C(Cl)(=O)C(Cl)=O.C(=O)=O.CO.CS([O-])(=O)=O.[O:27]=[C:28]1[C@@H:33]2[CH2:34][C@@H:30]([CH2:31][NH2+:32]2)[O:29]1.C(O)(=O)CC(CC(O)=O)(C(O)=O)O, predict the reaction product. The product is: [F:1][C:2]([F:4])([F:3])[C:5]1([C:8]([N:32]2[CH2:31][C@@H:30]3[CH2:34][C@H:33]2[C:28](=[O:27])[O:29]3)=[O:10])[CH2:7][CH2:6]1. (2) Given the reactants C([Mg]Cl)CCC.C([Li])CCC.Br[C:13]1[CH:18]=[CH:17][C:16]([Br:19])=[CH:15][C:14]=1[F:20].CN(C)[CH:23]=[O:24], predict the reaction product. The product is: [Br:19][C:16]1[CH:17]=[CH:18][C:13]([CH:23]=[O:24])=[C:14]([F:20])[CH:15]=1. (3) Given the reactants [CH:1]1([N:4]2[C:8]3[C:9]([O:22][C@@H:23]([C@H:25]4[CH2:29][NH:28][C:27](=[O:30])[CH2:26]4)[CH3:24])=[CH:10][C:11](B4OC(C)(C)C(C)(C)O4)=[CH:12][C:7]=3[N:6]=[CH:5]2)[CH2:3][CH2:2]1.I[C:32]1[CH:36]=[C:35]([CH3:37])[N:34]([CH3:38])[N:33]=1.C([O-])([O-])=O.[Na+].[Na+].N#N, predict the reaction product. The product is: [CH:1]1([N:4]2[C:8]3[C:9]([O:22][C@@H:23]([C@H:25]4[CH2:29][NH:28][C:27](=[O:30])[CH2:26]4)[CH3:24])=[CH:10][C:11]([C:32]4[CH:36]=[C:35]([CH3:37])[N:34]([CH3:38])[N:33]=4)=[CH:12][C:7]=3[N:6]=[CH:5]2)[CH2:3][CH2:2]1. (4) The product is: [Si:1]([O:8][C@@H:9]1[CH2:14][CH2:13][CH2:12][N:11]([C:15]2[CH:20]=[CH:19][N:18]=[CH:17][C:16]=2[NH2:21])[CH2:10]1)([C:4]([CH3:7])([CH3:5])[CH3:6])([CH3:3])[CH3:2]. Given the reactants [Si:1]([O:8][C@@H:9]1[CH2:14][CH2:13][CH2:12][N:11]([C:15]2[CH:20]=[CH:19][N:18]=[CH:17][C:16]=2[N+:21]([O-])=O)[CH2:10]1)([C:4]([CH3:7])([CH3:6])[CH3:5])([CH3:3])[CH3:2], predict the reaction product. (5) Given the reactants [Cl:1][C:2]1[CH:3]=[C:4]2[C:10](B3OC(C)(C)C(C)(C)O3)=[CH:9][N:8]([S:20]([C:23]3[CH:28]=[CH:27][C:26]([CH3:29])=[CH:25][CH:24]=3)(=[O:22])=[O:21])[C:5]2=[N:6][CH:7]=1.Cl[C:31]1[N:36]=[C:35]([NH:37][C@H:38]2[CH2:43][CH2:42][CH2:41][C:40]([CH3:45])([OH:44])[CH2:39]2)[C:34]([F:46])=[CH:33][N:32]=1.C([O-])([O-])=O.[Na+].[Na+], predict the reaction product. The product is: [Cl:1][C:2]1[CH:3]=[C:4]2[C:10]([C:31]3[N:36]=[C:35]([NH:37][C@H:38]4[CH2:43][CH2:42][CH2:41][C:40]([CH3:45])([OH:44])[CH2:39]4)[C:34]([F:46])=[CH:33][N:32]=3)=[CH:9][N:8]([S:20]([C:23]3[CH:24]=[CH:25][C:26]([CH3:29])=[CH:27][CH:28]=3)(=[O:21])=[O:22])[C:5]2=[N:6][CH:7]=1.